Task: Binary Classification. Given a miRNA mature sequence and a target amino acid sequence, predict their likelihood of interaction.. Dataset: Experimentally validated miRNA-target interactions with 360,000+ pairs, plus equal number of negative samples The miRNA is hsa-miR-520d-5p with sequence CUACAAAGGGAAGCCCUUUC. The protein sequence of the target gene is MSRRSSRLQAKQQPQPSQTESPQEAQIIQAKKRKTTQDVKKRREEVTKKHQYEIRNCWPPVLSGGISPCIIIETPHKEIGTSDFSRFTNYRFKNLFINPSPLPDLSWGCSKEVWLNMLKKESRYVHDKHFEVLHSDLEPQMRSILLDWLLEVCEVYTLHRETFYLAQDFFDRFMLTQKDINKNMLQLIGITSLFIASKLEEIYAPKLQEFAYVTDGACSEEDILRMELIILKALKWELCPVTIISWLNLFLQVDALKDAPKVLLPQYSQETFIQIAQLLDLCILAIDSLEFQYRILTAAA.... Result: 1 (interaction).